Task: Predict the product of the given reaction.. Dataset: Forward reaction prediction with 1.9M reactions from USPTO patents (1976-2016) Given the reactants C1(N=C=NC2CCCCC2)CCCCC1.Cl.[F:17][C:18]1[CH:19]=[C:20]([CH:24]([NH:28][C:29]2[CH:34]=[C:33]([F:35])[C:32]([F:36])=[C:31]([F:37])[CH:30]=2)[C:25]([OH:27])=[O:26])[CH:21]=[CH:22][CH:23]=1.C1C=CC2N(O)N=NC=2C=1.[N:48]12[CH2:55][CH2:54][CH:51]([CH2:52][CH2:53]1)[C@@H:50](O)[CH2:49]2, predict the reaction product. The product is: [F:17][C:18]1[CH:19]=[C:20]([CH:24]([NH:28][C:29]2[CH:34]=[C:33]([F:35])[C:32]([F:36])=[C:31]([F:37])[CH:30]=2)[C:25]([O:27][C@@H:50]2[CH:51]3[CH2:54][CH2:55][N:48]([CH2:53][CH2:52]3)[CH2:49]2)=[O:26])[CH:21]=[CH:22][CH:23]=1.